Dataset: Forward reaction prediction with 1.9M reactions from USPTO patents (1976-2016). Task: Predict the product of the given reaction. (1) Given the reactants [NH2:1][C:2]1[CH:7]=[C:6]([O:8][CH3:9])[C:5]([O:10][CH2:11][C:12]2[CH:17]=[CH:16][CH:15]=[CH:14][CH:13]=2)=[CH:4][C:3]=1[C:18]1[CH:19]=[C:20]2[C:25](=[CH:26][CH:27]=1)[CH:24]=[C:23]([O:28][CH3:29])[C:22]([O:30][CH3:31])=[CH:21]2.Cl.[N:33]([O-])=O.[Na+].O, predict the reaction product. The product is: [CH2:11]([O:10][C:5]1[C:6]([O:8][CH3:9])=[CH:7][C:2]2[N:1]=[N:33][C:19]3[C:18]([C:3]=2[CH:4]=1)=[CH:27][CH:26]=[C:25]1[CH:24]=[C:23]([O:28][CH3:29])[C:22]([O:30][CH3:31])=[CH:21][C:20]=31)[C:12]1[CH:13]=[CH:14][CH:15]=[CH:16][CH:17]=1. (2) Given the reactants O=C1C2C(=CC=CC=2)[C:4](=[O:11])[N:3]1[CH2:12][CH:13]([C:18]1[CH:23]=[CH:22][CH:21]=[C:20]([C:24]([F:27])([F:26])[F:25])[CH:19]=1)[C:14]([O:16]C)=O.[BH4-].[Na+].NCC(C1C=CC=C(C(F)(F)F)C=1)CO.C(OC([O:47][C:48]([CH3:51])([CH3:50])[CH3:49])=O)([O:47][C:48]([CH3:51])([CH3:50])[CH3:49])=O, predict the reaction product. The product is: [OH:16][CH2:14][CH:13]([C:18]1[CH:23]=[CH:22][CH:21]=[C:20]([C:24]([F:25])([F:26])[F:27])[CH:19]=1)[CH2:12][NH:3][C:4](=[O:11])[O:47][C:48]([CH3:51])([CH3:50])[CH3:49].